Dataset: Reaction yield outcomes from USPTO patents with 853,638 reactions. Task: Predict the reaction yield, written as a fraction of the theoretical maximum amount of product (1.0 means a 100% yield; for example, 0.34 means a 34% yield). (1) The reactants are [Cl:1][C:2]1[C:7]([N:8]2[CH2:13][CH2:12][CH:11]([C:14]3[CH:19]=[C:18]([F:20])[CH:17]=[C:16]([F:21])[C:15]=3[O:22][CH:23]([F:25])[F:24])[CH2:10][CH2:9]2)=[CH:6][N:5]=[N:4][C:3]=1[NH:26][NH:27][C:28](=O)[CH2:29][CH:30]1[CH2:32][CH2:31]1.C1(P(C2C=CC=CC=2)C2C=CC=CC=2)C=CC=CC=1.N([Si](C)(C)C)=[N+]=[N-].CCOC(/N=N/C(OCC)=O)=O.C1(C)C=CC=CC=1. The catalyst is C(Cl)Cl.C1COCC1.C(OCC)(=O)C.C(=O)(O)[O-].[Na+]. The product is [Cl:1][C:2]1[C:3]2[N:4]([C:28]([CH2:29][CH:30]3[CH2:32][CH2:31]3)=[N:27][N:26]=2)[N:5]=[CH:6][C:7]=1[N:8]1[CH2:13][CH2:12][CH:11]([C:14]2[CH:19]=[C:18]([F:20])[CH:17]=[C:16]([F:21])[C:15]=2[O:22][CH:23]([F:25])[F:24])[CH2:10][CH2:9]1. The yield is 0.470. (2) The reactants are [CH:1]1([C:4]([NH:6][C:7]2[N:8]=[C:9]3[CH:14]=[CH:13][C:12]([O:15][C:16]4[CH:17]=[C:18]([CH:22]=[CH:23][CH:24]=4)[C:19](O)=[O:20])=[N:11][N:10]3[CH:25]=2)=[O:5])[CH2:3][CH2:2]1.[C:26]([C:30]1[CH:36]=[CH:35][C:33]([NH2:34])=[CH:32][CH:31]=1)([CH3:29])([CH3:28])[CH3:27].Cl.CN(C)CCCN=C=NCC. The catalyst is CN(C)C1C=CN=CC=1.N1C=CC=CC=1. The product is [C:26]([C:30]1[CH:31]=[CH:32][C:33]([NH:34][C:19](=[O:20])[C:18]2[CH:22]=[CH:23][CH:24]=[C:16]([O:15][C:12]3[CH:13]=[CH:14][C:9]4[N:10]([CH:25]=[C:7]([NH:6][C:4]([CH:1]5[CH2:3][CH2:2]5)=[O:5])[N:8]=4)[N:11]=3)[CH:17]=2)=[CH:35][CH:36]=1)([CH3:29])([CH3:27])[CH3:28]. The yield is 0.500. (3) The reactants are [C:1]([O:5][C:6](=[O:15])[NH:7][C:8]1[CH:13]=[CH:12][C:11](I)=[CH:10][CH:9]=1)([CH3:4])([CH3:3])[CH3:2].C(N(CC)CC)C.[C:23]1([C:29]#[CH:30])[CH:28]=[CH:27][CH:26]=[CH:25][CH:24]=1. The catalyst is C1COCC1. The product is [C:1]([O:5][C:6](=[O:15])[NH:7][C:8]1[CH:13]=[CH:12][C:11]([C:30]#[C:29][C:23]2[CH:28]=[CH:27][CH:26]=[CH:25][CH:24]=2)=[CH:10][CH:9]=1)([CH3:4])([CH3:3])[CH3:2]. The yield is 0.800. (4) The catalyst is C(O)C.C1C=CC([P]([Pd]([P](C2C=CC=CC=2)(C2C=CC=CC=2)C2C=CC=CC=2)([P](C2C=CC=CC=2)(C2C=CC=CC=2)C2C=CC=CC=2)[P](C2C=CC=CC=2)(C2C=CC=CC=2)C2C=CC=CC=2)(C2C=CC=CC=2)C2C=CC=CC=2)=CC=1.[Cu]I.[Pd].O1CCCC1. The yield is 0.780. The product is [CH2:24]([O:26][C:27]([C:29]1[C:38](=[O:39])[C:37]2[C:32](=[C:33]([C:23]#[C:22][CH2:21][C@@H:9]3[CH2:10][C@H:11]([NH:13][C:14]([O:16][C:17]([CH3:20])([CH3:19])[CH3:18])=[O:15])[CH2:12][N:8]3[C:6]([O:5][C:1]([CH3:4])([CH3:3])[CH3:2])=[O:7])[C:34]([F:41])=[C:35]([F:40])[CH:36]=2)[N:31]([CH:50]2[CH2:51][CH2:52]2)[CH:30]=1)=[O:28])[CH3:25]. The reactants are [C:1]([O:5][C:6]([N:8]1[CH2:12][C@@H:11]([NH:13][C:14]([O:16][C:17]([CH3:20])([CH3:19])[CH3:18])=[O:15])[CH2:10][C@H:9]1[CH2:21][C:22]#[CH:23])=[O:7])([CH3:4])([CH3:3])[CH3:2].[CH2:24]([O:26][C:27]([C:29]1[C:38](=[O:39])[C:37]2[C:32](=[C:33](OS(C(F)(F)F)(=O)=O)[C:34]([F:41])=[C:35]([F:40])[CH:36]=2)[N:31]([CH:50]2[CH2:52][CH2:51]2)[CH:30]=1)=[O:28])[CH3:25].C1(P(C2C=CC=CC=2)C2C=CC=CC=2)C=CC=CC=1.C(N(CC)C(C)C)(C)C. (5) The reactants are [CH2:1]([O:8][C:9]1[CH:17]=[CH:16][C:12]([C:13]([OH:15])=O)=[CH:11][C:10]=1[C:18]([NH:20][C:21]1[CH:26]=[C:25]([C:27]([F:30])([F:29])[F:28])[CH:24]=[C:23]([C:31]([F:34])([F:33])[F:32])[CH:22]=1)=[O:19])[C:2]1[CH:7]=[CH:6][CH:5]=[CH:4][CH:3]=1.[NH:35]1[CH2:40][CH2:39][CH2:38][CH2:37][CH2:36]1. No catalyst specified. The product is [CH2:1]([O:8][C:9]1[CH:17]=[CH:16][C:12]([C:13]([N:35]2[CH2:40][CH2:39][CH2:38][CH2:37][CH2:36]2)=[O:15])=[CH:11][C:10]=1[C:18]([NH:20][C:21]1[CH:22]=[C:23]([C:31]([F:34])([F:33])[F:32])[CH:24]=[C:25]([C:27]([F:30])([F:28])[F:29])[CH:26]=1)=[O:19])[C:2]1[CH:7]=[CH:6][CH:5]=[CH:4][CH:3]=1. The yield is 0.564. (6) The reactants are [Br-].[PH4+].[N:3]1[CH:8]=[CH:7][CH:6]=[CH:5][C:4]=1[C:9]([C:11]1[CH:16]=[CH:15][CH:14]=[CH:13][N:12]=1)=O.O.C[CH2:19][O:20][C:21]([CH3:23])=[O:22]. The catalyst is C1COCC1. The product is [CH3:19][O:20][C:21](=[O:22])[CH2:23][CH2:9][CH2:4][CH2:5][CH:6]=[C:9]([C:11]1[CH:16]=[CH:15][CH:14]=[CH:13][N:12]=1)[C:4]1[CH:5]=[CH:6][CH:7]=[CH:8][N:3]=1. The yield is 0.440. (7) The reactants are [CH3:1][O:2][C:3]1[CH:8]=[CH:7][C:6]([O:9][CH3:10])=[CH:5][C:4]=1[C:11]([C:13]1[CH:18]=[C:17]([O:19][CH3:20])[CH:16]=[C:15]([O:21][CH3:22])[CH:14]=1)=O.C(OP([CH2:31][C:32]#[N:33])(=O)OCC)C.C[Si]([N-][Si](C)(C)C)(C)C.[Li+].O1C2C=CC(C(C3C=C(OC)C=C(OC)C=3)=CC#N)=CC=2OCC1. The catalyst is C1COCC1. The product is [CH3:1][O:2][C:3]1[CH:8]=[CH:7][C:6]([O:9][CH3:10])=[CH:5][C:4]=1[C:11]([C:13]1[CH:18]=[C:17]([O:19][CH3:20])[CH:16]=[C:15]([O:21][CH3:22])[CH:14]=1)=[CH:31][C:32]#[N:33]. The yield is 0.890. (8) The reactants are [CH3:1][C:2]1[C:7]([C:8]([F:11])([F:10])[F:9])=[CH:6][CH:5]=[CH:4][C:3]=1[CH2:12][N:13]1[C:17]2[CH:18]=[C:19]([N:26]3[CH2:31][CH2:30][O:29][CH2:28][CH2:27]3)[CH:20]=[C:21]([C:22]([O:24]C)=[O:23])[C:16]=2[N:15]=[C:14]1[C:32]([F:35])([F:34])[F:33].[OH-].[Li+]. The catalyst is C1COCC1. The product is [CH3:1][C:2]1[C:7]([C:8]([F:9])([F:11])[F:10])=[CH:6][CH:5]=[CH:4][C:3]=1[CH2:12][N:13]1[C:17]2[CH:18]=[C:19]([N:26]3[CH2:31][CH2:30][O:29][CH2:28][CH2:27]3)[CH:20]=[C:21]([C:22]([OH:24])=[O:23])[C:16]=2[N:15]=[C:14]1[C:32]([F:34])([F:33])[F:35]. The yield is 0.870. (9) The reactants are [Cl:1][C:2]1[CH:3]=[C:4]([C:9](=[O:11])[CH3:10])[CH:5]=[C:6]([Cl:8])[CH:7]=1.[N:12]1([C:17]2[CH:24]=[CH:23][C:20]([CH:21]=O)=[CH:19][CH:18]=2)[CH:16]=[N:15][CH:14]=[N:13]1.[OH-].[Na+]. The catalyst is C(O)C.O. The product is [N:12]1([C:17]2[CH:24]=[CH:23][C:20](/[CH:21]=[CH:10]/[C:9]([C:4]3[CH:3]=[C:2]([Cl:1])[CH:7]=[C:6]([Cl:8])[CH:5]=3)=[O:11])=[CH:19][CH:18]=2)[CH:16]=[N:15][CH:14]=[N:13]1. The yield is 0.170. (10) The yield is 0.970. The reactants are CO[C:3]([C:5]1[N:6]([CH3:22])[N:7]=[C:8]([O:10][CH2:11][C:12]2[C:13]([CH2:18][CH2:19][CH2:20][CH3:21])=[N:14][O:15][C:16]=2[CH3:17])[CH:9]=1)=[O:4].CO[C:25]([C:27]1[NH:28]N=C(OC[C:31]2[C:27]([C:25]3C=CC=CC=3)=[N:28]OC=2C)[CH:31]=1)=O.C(N)(C)C. The product is [CH:27]([NH:28][C:3]([C:5]1[N:6]([CH3:22])[N:7]=[C:8]([O:10][CH2:11][C:12]2[C:13]([CH2:18][CH2:19][CH2:20][CH3:21])=[N:14][O:15][C:16]=2[CH3:17])[CH:9]=1)=[O:4])([CH3:31])[CH3:25]. No catalyst specified.